This data is from Catalyst prediction with 721,799 reactions and 888 catalyst types from USPTO. The task is: Predict which catalyst facilitates the given reaction. (1) Reactant: [C:1]([C:5]1[S:9][C:8]([C:10]2[CH:15]=[C:14]([O:16][CH2:17][C:18]3[CH:19]=[C:20]([CH:24]([CH:31]4[CH2:33][CH2:32]4)[CH2:25][C:26]([O:28]CC)=[O:27])[CH:21]=[CH:22][CH:23]=3)[CH:13]=[CH:12][C:11]=2[C:34]2[CH:39]=[C:38]([O:40][CH3:41])[CH:37]=[CH:36][C:35]=2[F:42])=[N:7][N:6]=1)([CH3:4])([CH3:3])[CH3:2].[OH-].[Na+].O.Cl. Product: [C:1]([C:5]1[S:9][C:8]([C:10]2[CH:15]=[C:14]([O:16][CH2:17][C:18]3[CH:19]=[C:20]([CH:24]([CH:31]4[CH2:33][CH2:32]4)[CH2:25][C:26]([OH:28])=[O:27])[CH:21]=[CH:22][CH:23]=3)[CH:13]=[CH:12][C:11]=2[C:34]2[CH:39]=[C:38]([O:40][CH3:41])[CH:37]=[CH:36][C:35]=2[F:42])=[N:7][N:6]=1)([CH3:4])([CH3:2])[CH3:3]. The catalyst class is: 92. (2) Reactant: [OH:1][C:2]1[CH:3]=[N:4][CH:5]=[C:6]([C:8]([O:10][CH3:11])=[O:9])[CH:7]=1.Br[C:13](Br)([CH2:24][CH3:25])[C:14]([NH:16][C:17]([CH3:23])([CH3:22])[C:18]#[C:19][CH2:20][CH3:21])=[O:15].C(=O)([O-])[O-].[K+].[K+].C(OCC)C. Product: [CH3:11][O:10][C:8]([C:6]1[CH:7]=[C:2]([O:1][CH:13]([CH2:24][CH3:25])[C:14]([NH:16][C:17]([CH3:23])([CH3:22])[C:18]#[C:19][CH2:20][CH3:21])=[O:15])[CH:3]=[N:4][CH:5]=1)=[O:9]. The catalyst class is: 35. (3) Reactant: [C:1]([C:3]1[C:4]([I:15])=[C:5]([C:10]([O:12]CC)=[O:11])[S:6][C:7]=1[S:8][CH3:9])#[N:2].[OH-].[Na+]. Product: [C:1]([C:3]1[C:4]([I:15])=[C:5]([C:10]([OH:12])=[O:11])[S:6][C:7]=1[S:8][CH3:9])#[N:2]. The catalyst class is: 30. (4) Reactant: [Br:1][C:2]1[CH:3]=[CH:4][C:5]2[S:9][C:8]([CH2:10][CH2:11][CH2:12]O)=[C:7]([CH3:14])[C:6]=2[CH:15]=1.C(Br)(Br)(Br)[Br:17].C1(P(C2C=CC=CC=2)C2C=CC=CC=2)C=CC=CC=1. Product: [Br:1][C:2]1[CH:3]=[CH:4][C:5]2[S:9][C:8]([CH2:10][CH2:11][CH2:12][Br:17])=[C:7]([CH3:14])[C:6]=2[CH:15]=1. The catalyst class is: 2. (5) Reactant: [Cl:1][C:2]1[C:3]([C:12](Cl)=[O:13])=[N:4][C:5]2[C:10]([N:11]=1)=[CH:9][CH:8]=[CH:7][CH:6]=2.[NH2:15][C:16]1[CH:17]=[CH:18][C:19]([C:22]([O:24][CH3:25])=[O:23])=[N:20][CH:21]=1.N1C=CC=CC=1.O. Product: [Cl:1][C:2]1[C:3]([C:12]([NH:15][C:16]2[CH:17]=[CH:18][C:19]([C:22]([O:24][CH3:25])=[O:23])=[N:20][CH:21]=2)=[O:13])=[N:4][C:5]2[C:10]([N:11]=1)=[CH:9][CH:8]=[CH:7][CH:6]=2. The catalyst class is: 4. (6) Reactant: [F:1][C:2]([F:20])([F:19])[C:3]1[CH:4]=[C:5]([CH:9]2[CH2:14][NH:13][CH2:12][CH:11]([C:15]([O:17][CH3:18])=[O:16])[CH2:10]2)[CH:6]=[CH:7][CH:8]=1.C(N(CC)CC)C.Cl[C:29]([O:31][C:32]1[CH:37]=[CH:36][C:35]([N+:38]([O-:40])=[O:39])=[CH:34][CH:33]=1)=[O:30]. Product: [F:20][C:2]([F:19])([F:1])[C:3]1[CH:4]=[C:5]([CH:9]2[CH2:14][N:13]([C:29]([O:31][C:32]3[CH:33]=[CH:34][C:35]([N+:38]([O-:40])=[O:39])=[CH:36][CH:37]=3)=[O:30])[CH2:12][CH:11]([C:15]([O:17][CH3:18])=[O:16])[CH2:10]2)[CH:6]=[CH:7][CH:8]=1. The catalyst class is: 4. (7) Reactant: CS[C:3]1[C:4]([C:25]2[CH:30]=[CH:29][CH:28]=[CH:27][CH:26]=2)=[N:5][C:6]2[C:11]([C:12]=1[C:13]([NH:15][C@H:16]([C:19]1[CH:24]=[CH:23][CH:22]=[CH:21][CH:20]=1)[CH2:17][CH3:18])=[O:14])=[CH:10][CH:9]=[CH:8][CH:7]=2.[CH:31]1C=C(Cl)C=C(C(OO)=O)C=1.[S:42]([O-:46])([O-])(=[O:44])=S.[Na+].[Na+].[OH-].[Na+]. Product: [CH3:31][S:42]([C:3]1[C:4]([C:25]2[CH:26]=[CH:27][CH:28]=[CH:29][CH:30]=2)=[N:5][C:6]2[C:11]([C:12]=1[C:13]([NH:15][C@H:16]([C:19]1[CH:20]=[CH:21][CH:22]=[CH:23][CH:24]=1)[CH2:17][CH3:18])=[O:14])=[CH:10][CH:9]=[CH:8][CH:7]=2)(=[O:46])=[O:44]. The catalyst class is: 34. (8) Reactant: [I:1][C:2]1[C:7]([C:8]([OH:10])=O)=[C:6]([O:11][CH3:12])[N:5]=[CH:4][CH:3]=1.Cl.[CH:14]1([NH:20][NH2:21])[CH2:19][CH2:18][CH2:17][CH2:16][CH2:15]1.CCN=C=NCCCN(C)C.Cl.C1C=CC2N(O)N=NC=2C=1. Product: [CH:14]1([NH:20][NH:21][C:8](=[O:10])[C:7]2[C:2]([I:1])=[CH:3][CH:4]=[N:5][C:6]=2[O:11][CH3:12])[CH2:19][CH2:18][CH2:17][CH2:16][CH2:15]1. The catalyst class is: 851.